From a dataset of Full USPTO retrosynthesis dataset with 1.9M reactions from patents (1976-2016). Predict the reactants needed to synthesize the given product. Given the product [Br:19][C:14]1[CH:15]=[C:16]2[C:11](=[CH:12][CH:13]=1)[N:10]=[CH:9][N:8]([C:6]1[CH:7]=[C:2]([NH:1][C:30]([C:29]3[N:25]([C:21]([CH3:23])([CH3:22])[CH3:24])[N:26]=[C:27]([CH3:33])[CH:28]=3)=[O:31])[CH:3]=[CH:4][C:5]=1[CH3:20])[C:17]2=[O:18], predict the reactants needed to synthesize it. The reactants are: [NH2:1][C:2]1[CH:3]=[CH:4][C:5]([CH3:20])=[C:6]([N:8]2[C:17](=[O:18])[C:16]3[C:11](=[CH:12][CH:13]=[C:14]([Br:19])[CH:15]=3)[N:10]=[CH:9]2)[CH:7]=1.[C:21]([N:25]1[C:29]([C:30](Cl)=[O:31])=[CH:28][C:27]([CH3:33])=[N:26]1)([CH3:24])([CH3:23])[CH3:22].C(N(CC)CC)C.